Dataset: Full USPTO retrosynthesis dataset with 1.9M reactions from patents (1976-2016). Task: Predict the reactants needed to synthesize the given product. Given the product [ClH:42].[NH2:33][C@@H:29]([C@H:30]([OH:32])[CH3:31])[C:28]([N:25]1[CH2:26][CH2:27][CH:22]([N:13]2[N:12]=[C:11]([C:5]3[CH:6]=[CH:7][C:8]([O:9][CH3:10])=[C:3]([O:2][CH3:1])[CH:4]=3)[C@@H:20]3[C@@H:15]([CH2:16][CH2:17][CH2:18][CH2:19]3)[C:14]2=[O:21])[CH2:23][CH2:24]1)=[O:41], predict the reactants needed to synthesize it. The reactants are: [CH3:1][O:2][C:3]1[CH:4]=[C:5]([C:11]2[C@@H:20]3[C@@H:15]([CH2:16][CH2:17][CH2:18][CH2:19]3)[C:14](=[O:21])[N:13]([CH:22]3[CH2:27][CH2:26][N:25]([C:28](=[O:41])[C@H:29]([NH:33]C(=O)OC(C)(C)C)[C@@H:30]([OH:32])[CH3:31])[CH2:24][CH2:23]3)[N:12]=2)[CH:6]=[CH:7][C:8]=1[O:9][CH3:10].[ClH:42].